This data is from Forward reaction prediction with 1.9M reactions from USPTO patents (1976-2016). The task is: Predict the product of the given reaction. (1) Given the reactants O.[C:2](=[O:5])([O-:4])[O-:3].[Na+:6].[Na+].O.[OH:9][P:10]([O-:13])([OH:12])=[O:11].[Na+], predict the reaction product. The product is: [C:2](=[O:3])([O-:5])[O-:4].[Na+:6].[Na+:6].[P:10]([O-:13])([O-:12])([O-:11])=[O:9].[Na+:6].[Na+:6].[Na+:6]. (2) Given the reactants [Br:1]N1C(=O)CCC1=O.[N+:9]([C:12]1[CH:13]=[C:14]([CH:18]=[CH:19][CH:20]=1)[C:15]([OH:17])=[O:16])([O-:11])=[O:10], predict the reaction product. The product is: [Br:1][C:19]1[CH:18]=[C:14]([CH:13]=[C:12]([N+:9]([O-:11])=[O:10])[CH:20]=1)[C:15]([OH:17])=[O:16].